This data is from Forward reaction prediction with 1.9M reactions from USPTO patents (1976-2016). The task is: Predict the product of the given reaction. (1) Given the reactants [CH2:1]([O:3][C:4]1[N:8]([CH2:9][C:10]2[CH:15]=[CH:14][C:13]([C:16]3[CH:21]=[CH:20][CH:19]=[CH:18][C:17]=3[C:22]3[NH:26][N:25]=[N:24][N:23]=3)=[CH:12][CH:11]=2)[C:7]2[C:27]([C:31]([O:33]CC)=[O:32])=[CH:28][CH:29]=[CH:30][C:6]=2[N:5]=1)[CH3:2].[OH-].[Na+], predict the reaction product. The product is: [CH2:1]([O:3][C:4]1[N:8]([CH2:9][C:10]2[CH:11]=[CH:12][C:13]([C:16]3[CH:21]=[CH:20][CH:19]=[CH:18][C:17]=3[C:22]3[NH:26][N:25]=[N:24][N:23]=3)=[CH:14][CH:15]=2)[C:7]2[C:27]([C:31]([OH:33])=[O:32])=[CH:28][CH:29]=[CH:30][C:6]=2[N:5]=1)[CH3:2]. (2) Given the reactants [Cl:1][C:2]1[CH:3]=[C:4]([C@@H:8]2[C@@H:13]([C:14]3[CH:19]=[CH:18][C:17]([Cl:20])=[CH:16][CH:15]=3)[N:12]([CH2:21][CH:22]3[CH2:24][CH2:23]3)[C:11](=[O:25])[C@@H:10]([CH2:26][C:27]([OH:29])=[O:28])[CH2:9]2)[CH:5]=[CH:6][CH:7]=1.S(Cl)(Cl)=O.[CH3:34]COC(C)=O.C([O-])(O)=O.[Na+], predict the reaction product. The product is: [Cl:1][C:2]1[CH:3]=[C:4]([C@@H:8]2[C@@H:13]([C:14]3[CH:19]=[CH:18][C:17]([Cl:20])=[CH:16][CH:15]=3)[N:12]([CH2:21][CH:22]3[CH2:23][CH2:24]3)[C:11](=[O:25])[C@@H:10]([CH2:26][C:27]([O:29][CH3:34])=[O:28])[CH2:9]2)[CH:5]=[CH:6][CH:7]=1. (3) Given the reactants [C:1](#[N:7])[CH2:2][CH2:3][CH:4]([CH3:6])[CH3:5].Br[C:9]1[CH:14]=[CH:13][CH:12]=[C:11]([Br:15])[N:10]=1.C[Si]([N-][Si](C)(C)C)(C)C.[K+].C(Cl)Cl.CCCCCC, predict the reaction product. The product is: [Br:15][C:11]1[N:10]=[C:9]([CH:2]([CH2:3][CH:4]([CH3:6])[CH3:5])[C:1]#[N:7])[CH:14]=[CH:13][CH:12]=1. (4) Given the reactants [F:1][C:2]1[CH:7]=[CH:6][C:5]([C:8]2[O:9][C:10]3[CH:20]=[C:19]([CH2:21][CH2:22][C:23]([O:25][CH3:26])=[O:24])[C:18]([C:27]4[CH:28]=[C:29]([CH:37]=[CH:38][CH:39]=4)[C:30]([O:32]C(C)(C)C)=[O:31])=[CH:17][C:11]=3[C:12]=2[C:13](=[O:16])[NH:14][CH3:15])=[CH:4][CH:3]=1, predict the reaction product. The product is: [F:1][C:2]1[CH:3]=[CH:4][C:5]([C:8]2[O:9][C:10]3[CH:20]=[C:19]([CH2:21][CH2:22][C:23]([O:25][CH3:26])=[O:24])[C:18]([C:27]4[CH:28]=[C:29]([CH:37]=[CH:38][CH:39]=4)[C:30]([OH:32])=[O:31])=[CH:17][C:11]=3[C:12]=2[C:13](=[O:16])[NH:14][CH3:15])=[CH:6][CH:7]=1. (5) Given the reactants [CH3:1][O:2][C:3]([CH:5]=P(C1C=CC=CC=1)(C1C=CC=CC=1)C1C=CC=CC=1)=[O:4].[Br:25][C:26]1[CH:27]=[C:28]2[C:33](=[CH:34][C:35]=1[F:36])[N:32]=[C:31]([NH:37][CH2:38][C:39]1[CH:44]=[CH:43][C:42]([O:45][CH3:46])=[CH:41][CH:40]=1)[C:30](C=O)=[CH:29]2.[CH2:49]1COCC1, predict the reaction product. The product is: [Br:25][C:26]1[CH:27]=[C:28]2[C:33](=[CH:34][C:35]=1[F:36])[N:32]=[C:31]([NH:37][CH2:38][C:39]1[CH:44]=[CH:43][C:42]([O:45][CH3:46])=[CH:41][CH:40]=1)[C:30](/[CH:49]=[CH:5]/[C:3]([O:2][CH3:1])=[O:4])=[CH:29]2. (6) The product is: [CH:29]([C@H:28]1[CH2:27][O:26][C:25](=[O:32])[N:24]1[C:22]1[CH:21]=[CH:20][N:19]=[C:18]([N:10]([C@H:8]([C:5]2[CH:6]=[CH:7][C:2]([C:37]3[CH:36]=[N:35][N:34]([CH3:33])[CH:38]=3)=[CH:3][CH:4]=2)[CH3:9])[C:11](=[O:17])[O:12][C:13]([CH3:16])([CH3:15])[CH3:14])[N:23]=1)([CH3:31])[CH3:30]. Given the reactants Br[C:2]1[CH:7]=[CH:6][C:5]([C@@H:8]([N:10]([C:18]2[N:23]=[C:22]([N:24]3[C@@H:28]([CH:29]([CH3:31])[CH3:30])[CH2:27][O:26][C:25]3=[O:32])[CH:21]=[CH:20][N:19]=2)[C:11](=[O:17])[O:12][C:13]([CH3:16])([CH3:15])[CH3:14])[CH3:9])=[CH:4][CH:3]=1.[CH3:33][N:34]1[CH:38]=[C:37](B2OC(C)(C)C(C)(C)O2)[CH:36]=[N:35]1.C(=O)(O)[O-].[Na+].N#N, predict the reaction product. (7) Given the reactants [CH3:1][C:2]1[CH:7]=[CH:6][C:5]([C:8]2[N:9]=[C:10]([C:21]([O:23]CC3C=CC=CC=3)=[O:22])[N:11]([CH3:20])[C:12]=2[C:13]2[CH:18]=[CH:17][C:16]([CH3:19])=[CH:15][CH:14]=2)=[CH:4][CH:3]=1, predict the reaction product. The product is: [CH3:1][C:2]1[CH:3]=[CH:4][C:5]([C:8]2[N:9]=[C:10]([C:21]([OH:23])=[O:22])[N:11]([CH3:20])[C:12]=2[C:13]2[CH:18]=[CH:17][C:16]([CH3:19])=[CH:15][CH:14]=2)=[CH:6][CH:7]=1. (8) Given the reactants C(N(CC)CC)C.Cl.[CH2:9]1[C:13]2([CH2:18][CH2:17][NH:16][CH2:15][CH2:14]2)[CH:12]([OH:19])[CH2:11][O:10]1.[F:20][C:21]([F:50])([F:49])[C:22]1[CH:23]=[C:24]([C@H:32]([O:34][C@@H:35]2[C@@H:40]([C:41]3[CH:46]=[CH:45][CH:44]=[CH:43][CH:42]=3)[C@H:39]([CH:47]=O)[CH2:38][CH2:37][O:36]2)[CH3:33])[CH:25]=[C:26]([C:28]([F:31])([F:30])[F:29])[CH:27]=1.C(O[BH-](OC(=O)C)OC(=O)C)(=O)C.[Na+], predict the reaction product. The product is: [F:30][C:28]([F:29])([F:31])[C:26]1[CH:25]=[C:24]([C@H:32]([O:34][C@@H:35]2[C@@H:40]([C:41]3[CH:42]=[CH:43][CH:44]=[CH:45][CH:46]=3)[C@H:39]([CH2:47][N:16]3[CH2:17][CH2:18][C:13]4([CH2:9][O:10][CH2:11][CH:12]4[OH:19])[CH2:14][CH2:15]3)[CH2:38][CH2:37][O:36]2)[CH3:33])[CH:23]=[C:22]([C:21]([F:50])([F:49])[F:20])[CH:27]=1.